This data is from Full USPTO retrosynthesis dataset with 1.9M reactions from patents (1976-2016). The task is: Predict the reactants needed to synthesize the given product. (1) Given the product [NH2:26][C:23]1[N:24]=[CH:25][C:20]([C:7]2[CH:6]=[CH:5][C:4]([OH:18])=[C:3]([O:2][CH3:1])[CH:8]=2)=[CH:21][C:22]=1[C:27]1[O:28][C:29]2[C:30]([N:35]=1)=[N:31][CH:32]=[CH:33][CH:34]=2, predict the reactants needed to synthesize it. The reactants are: [CH3:1][O:2][C:3]1[CH:8]=[C:7](B2OC(C)(C)C(C)(C)O2)[CH:6]=[CH:5][C:4]=1[OH:18].Br[C:20]1[CH:21]=[C:22]([C:27]2[O:28][C:29]3[C:30]([N:35]=2)=[N:31][CH:32]=[CH:33][CH:34]=3)[C:23]([NH2:26])=[N:24][CH:25]=1.[F-].[Cs+]. (2) Given the product [F:17][C:13]1[CH:12]=[C:11]2[C:16]([C:8]([C:5]3[CH:4]=[CH:3][C:2]([NH:31][CH2:30][CH2:29][N:28]([CH3:32])[CH3:27])=[N:7][CH:6]=3)=[CH:9][N:10]2[S:18]([C:21]2[CH:26]=[CH:25][CH:24]=[CH:23][CH:22]=2)(=[O:20])=[O:19])=[CH:15][CH:14]=1, predict the reactants needed to synthesize it. The reactants are: Cl[C:2]1[N:7]=[CH:6][C:5]([C:8]2[C:16]3[C:11](=[CH:12][C:13]([F:17])=[CH:14][CH:15]=3)[N:10]([S:18]([C:21]3[CH:26]=[CH:25][CH:24]=[CH:23][CH:22]=3)(=[O:20])=[O:19])[CH:9]=2)=[CH:4][CH:3]=1.[CH3:27][N:28]([CH3:32])[CH2:29][CH2:30][NH2:31]. (3) Given the product [CH2:11]([N:22]([CH3:20])[C:2]1[CH:7]=[C:6]([CH:5]=[CH:4][N:3]=1)[C:8]([OH:10])=[O:9])[C:12]1[CH:13]=[CH:14][CH:15]=[CH:16][CH:17]=1, predict the reactants needed to synthesize it. The reactants are: Cl[C:2]1[CH:7]=[C:6]([C:8]([OH:10])=[O:9])[CH:5]=[CH:4][N:3]=1.[CH2:11](CN)[C:12]1[CH:17]=[CH:16][CH:15]=[CH:14][CH:13]=1.[CH2:20]([N:22](CC)CC)C. (4) Given the product [Br:1][C:2]1[C:3]([N:23]2[CH2:27][CH2:26][CH2:25][CH2:24]2)=[N:4][CH:5]=[C:6]([CH:21]=1)[C:7]([NH:9][C:10]1[CH:15]=[CH:14][C:13]([O:16][C:17]([F:20])([F:19])[F:18])=[CH:12][CH:11]=1)=[O:8], predict the reactants needed to synthesize it. The reactants are: [Br:1][C:2]1[C:3](Cl)=[N:4][CH:5]=[C:6]([CH:21]=1)[C:7]([NH:9][C:10]1[CH:15]=[CH:14][C:13]([O:16][C:17]([F:20])([F:19])[F:18])=[CH:12][CH:11]=1)=[O:8].[NH:23]1[CH2:27][CH2:26][CH2:25][CH2:24]1.CCN(C(C)C)C(C)C.Cl.